From a dataset of Forward reaction prediction with 1.9M reactions from USPTO patents (1976-2016). Predict the product of the given reaction. (1) Given the reactants OC[CH2:3][C:4]1[CH:9]=[CH:8][C:7]([C@H:10]2[C@H:15]([O:16][Si:17]([CH:24]([CH3:26])[CH3:25])([CH:21]([CH3:23])[CH3:22])[CH:18]([CH3:20])[CH3:19])[CH2:14][N:13]([C:27]([O:29][CH2:30][C:31]3[CH:36]=[CH:35][CH:34]=[CH:33][CH:32]=3)=[O:28])[CH2:12][C@@H:11]2[O:37][CH2:38][C:39]2[CH:40]=[CH:41][C:42]3[O:47][CH2:46][CH2:45][N:44]([CH2:48][CH2:49][CH2:50][O:51][CH3:52])[C:43]=3[CH:53]=2)=[CH:6][CH:5]=1.[Cl:54]C(N(C)C)=C(C)C.COC(C)(C)C.O, predict the reaction product. The product is: [Cl:54][CH2:3][C:4]1[CH:9]=[CH:8][C:7]([C@H:10]2[C@H:15]([O:16][Si:17]([CH:21]([CH3:22])[CH3:23])([CH:18]([CH3:19])[CH3:20])[CH:24]([CH3:25])[CH3:26])[CH2:14][N:13]([C:27]([O:29][CH2:30][C:31]3[CH:36]=[CH:35][CH:34]=[CH:33][CH:32]=3)=[O:28])[CH2:12][C@@H:11]2[O:37][CH2:38][C:39]2[CH:40]=[CH:41][C:42]3[O:47][CH2:46][CH2:45][N:44]([CH2:48][CH2:49][CH2:50][O:51][CH3:52])[C:43]=3[CH:53]=2)=[CH:6][CH:5]=1. (2) The product is: [C:1]([C:6]1[CH:7]=[C:8]([C:29]#[N:30])[C:9]([N:20]2[CH2:21][CH2:22][CH:23]([C:26]([NH:42][S:39]([CH2:38][C:35]3[CH:36]=[CH:37][C:32]([CH3:31])=[CH:33][CH:34]=3)(=[O:40])=[O:41])=[O:27])[CH2:24][CH2:25]2)=[N:10][C:11]=1[CH2:12][N:13]1[CH2:18][CH2:17][CH2:16][CH2:15][C:14]1=[O:19])(=[O:5])[CH2:2][CH2:3][CH3:4]. Given the reactants [C:1]([C:6]1[CH:7]=[C:8]([C:29]#[N:30])[C:9]([N:20]2[CH2:25][CH2:24][CH:23]([C:26](O)=[O:27])[CH2:22][CH2:21]2)=[N:10][C:11]=1[CH2:12][N:13]1[CH2:18][CH2:17][CH2:16][CH2:15][C:14]1=[O:19])(=[O:5])[CH2:2][CH2:3][CH3:4].[CH3:31][C:32]1[CH:37]=[CH:36][C:35]([CH2:38][S:39]([NH2:42])(=[O:41])=[O:40])=[CH:34][CH:33]=1, predict the reaction product. (3) Given the reactants [Br:1][C:2]1[CH:7]=[C:6]([N+:8]([O-:10])=[O:9])[C:5]([F:11])=[CH:4][C:3]=1[F:12].C(=O)([O-])[O-].[Cs+].[Cs+].[F:19][C:20]1[CH:25]=[C:24]([F:26])[CH:23]=[CH:22][C:21]=1[OH:27], predict the reaction product. The product is: [Br:1][C:2]1[CH:7]=[C:6]([N+:8]([O-:10])=[O:9])[C:5]([F:11])=[CH:4][C:3]=1[O:27][C:21]1[CH:22]=[CH:23][C:24]([F:26])=[CH:25][C:20]=1[F:19].[Br:1][C:2]1[CH:7]=[C:6]([N+:8]([O-:10])=[O:9])[C:5]([O:27][C:21]2[CH:22]=[CH:23][C:24]([F:26])=[CH:25][C:20]=2[F:19])=[CH:4][C:3]=1[F:12]. (4) Given the reactants [S:1]1[CH:5]=[CH:4][N:3]=[C:2]1[NH:6][S:7]([C:10]1[CH:15]=[CH:14][C:13]([CH:16]2[CH2:20][CH2:19][CH2:18][N:17]2C(=O)C(F)(F)F)=[CH:12][CH:11]=1)(=[O:9])=[O:8].[OH-].[Na+].Cl, predict the reaction product. The product is: [NH:17]1[CH2:18][CH2:19][CH2:20][CH:16]1[C:13]1[CH:14]=[CH:15][C:10]([S:7]([NH:6][C:2]2[S:1][CH:5]=[CH:4][N:3]=2)(=[O:8])=[O:9])=[CH:11][CH:12]=1. (5) Given the reactants [Br:1][C:2]1[N:6]=[C:5]([CH:7]=O)[N:4]([CH3:9])[N:3]=1.[Cl-].[CH3:11][C:12]1[N:17]2[N:18]=[C:19]([CH2:21][P+](C3C=CC=CC=3)(C3C=CC=CC=3)C3C=CC=CC=3)[N:20]=[C:16]2[C:15]([CH3:41])=[N:14][CH:13]=1, predict the reaction product. The product is: [Br:1][C:2]1[N:6]=[C:5](/[CH:7]=[CH:21]/[C:19]2[N:20]=[C:16]3[C:15]([CH3:41])=[N:14][CH:13]=[C:12]([CH3:11])[N:17]3[N:18]=2)[N:4]([CH3:9])[N:3]=1. (6) Given the reactants [C:1]([O:5][C:6](=[O:24])[NH:7][C@@H:8]1[CH2:13][CH2:12][C@H:11]([N:14]2[CH2:18][CH2:17][C@H:16]([NH2:19])[C:15]2=[O:20])[C@H:10]([CH2:21][CH2:22][CH3:23])[CH2:9]1)([CH3:4])([CH3:3])[CH3:2].C(N(CC)CC)C.Cl[C:33]1[C:42]2[C:37](=[CH:38][CH:39]=[C:40]([Cl:43])[CH:41]=2)[N:36]=[CH:35][N:34]=1, predict the reaction product. The product is: [Cl:43][C:40]1[CH:41]=[C:42]2[C:37](=[CH:38][CH:39]=1)[N:36]=[CH:35][N:34]=[C:33]2[NH:19][C@H:16]1[CH2:17][CH2:18][N:14]([C@H:11]2[CH2:12][CH2:13][C@@H:8]([NH:7][C:6](=[O:24])[O:5][C:1]([CH3:4])([CH3:3])[CH3:2])[CH2:9][C@H:10]2[CH2:21][CH2:22][CH3:23])[C:15]1=[O:20].